From a dataset of Full USPTO retrosynthesis dataset with 1.9M reactions from patents (1976-2016). Predict the reactants needed to synthesize the given product. (1) Given the product [N:1]1([CH:11]([NH:23][C:22]2[CH:24]=[CH:25][C:19]([C:18]([F:26])([F:27])[F:17])=[CH:20][CH:21]=2)[CH2:10][CH3:15])[C:5]2[CH:6]=[CH:7][CH:8]=[CH:9][C:4]=2[N:3]=[N:2]1, predict the reactants needed to synthesize it. The reactants are: [NH:1]1[C:5]2[CH:6]=[CH:7][CH:8]=[CH:9][C:4]=2[N:3]=[N:2]1.[C:10]1(C)[CH:15]=CC=C[CH:11]=1.[F:17][C:18]([F:27])([F:26])[C:19]1[CH:25]=[CH:24][C:22]([NH2:23])=[CH:21][CH:20]=1.C(=O)CC. (2) Given the product [NH2:1][C:2]1[C:11]2[N:12]=[C:13]([CH2:35][O:36][CH2:37][CH3:38])[N:14]([CH2:15][CH2:16][CH2:17][N:18]([CH2:23][C:24]3[CH:25]=[C:26]([CH2:30][C:31]([O:33][CH3:34])=[O:32])[CH:27]=[CH:28][CH:29]=3)[C:19](=[O:22])[CH2:20][N:40]([CH3:41])[CH3:39])[C:10]=2[C:9]2[CH:8]=[CH:7][CH:6]=[CH:5][C:4]=2[N:3]=1, predict the reactants needed to synthesize it. The reactants are: [NH2:1][C:2]1[C:11]2[N:12]=[C:13]([CH2:35][O:36][CH2:37][CH3:38])[N:14]([CH2:15][CH2:16][CH2:17][N:18]([CH2:23][C:24]3[CH:25]=[C:26]([CH2:30][C:31]([O:33][CH3:34])=[O:32])[CH:27]=[CH:28][CH:29]=3)[C:19](=[O:22])[CH2:20]Cl)[C:10]=2[C:9]2[CH:8]=[CH:7][CH:6]=[CH:5][C:4]=2[N:3]=1.[CH3:39][NH:40][CH3:41]. (3) Given the product [C:90]([C:78]1[C:77]([O:94][CH3:95])=[C:76]([C:71]2[CH:72]=[C:73]3[C:68](=[CH:69][CH:70]=2)[CH:67]=[C:66]([NH:101][S:98]([CH3:97])(=[O:100])=[O:99])[CH:75]=[CH:74]3)[CH:81]=[C:80]([N:82]2[CH:87]=[CH:86][C:85](=[O:88])[NH:84][C:83]2=[O:89])[CH:79]=1)([CH3:92])([CH3:91])[CH3:93], predict the reactants needed to synthesize it. The reactants are: C(P(C(C)(C)C)C1C(OC)=CC=C(OC)C=1C1C(C(C)C)=CC(C(C)C)=CC=1C(C)C)(C)(C)C.[O-]P([O-])([O-])=O.[K+].[K+].[K+].CC1CCCO1.FC(F)(S(O[C:66]1[CH:75]=[CH:74][C:73]2[C:68](=[CH:69][CH:70]=[C:71]([C:76]3[CH:81]=[C:80]([N:82]4[CH:87]=[CH:86][C:85](=[O:88])[NH:84][C:83]4=[O:89])[CH:79]=[C:78]([C:90]([CH3:93])([CH3:92])[CH3:91])[C:77]=3[O:94][CH3:95])[CH:72]=2)[CH:67]=1)(=O)=O)C(F)(F)OC(F)(F)C(F)(F)F.[CH3:97][S:98]([NH2:101])(=[O:100])=[O:99]. (4) Given the product [F:1][C:2]1[CH:3]=[C:4]([C:10]2[C:14]([C:15]3[CH:20]=[CH:19][CH:18]=[CH:17][CH:16]=3)=[C:13]([C:21]3([CH2:24][OH:25])[CH2:22][CH2:23]3)[O:12][N:11]=2)[CH:5]=[CH:6][C:7]=1[OH:8], predict the reactants needed to synthesize it. The reactants are: [F:1][C:2]1[CH:3]=[C:4]([C:10]2[C:14]([C:15]3[CH:20]=[CH:19][CH:18]=[CH:17][CH:16]=3)=[C:13]([C:21]3([CH2:24][OH:25])[CH2:23][CH2:22]3)[O:12][N:11]=2)[CH:5]=[CH:6][C:7]=1[O:8]C.